This data is from Forward reaction prediction with 1.9M reactions from USPTO patents (1976-2016). The task is: Predict the product of the given reaction. (1) Given the reactants [NH2:1][C:2]1[C:3]([F:16])=[C:4]([NH:9][S:10]([CH2:13][CH2:14][CH3:15])(=[O:12])=[O:11])[CH:5]=[CH:6][C:7]=1[F:8].[H-].[Na+].[CH2:19](Br)[C:20]1[CH:25]=[CH:24][CH:23]=[CH:22][CH:21]=1.[Cl-].[NH4+], predict the reaction product. The product is: [NH2:1][C:2]1[C:3]([F:16])=[C:4]([N:9]([CH2:19][C:20]2[CH:25]=[CH:24][CH:23]=[CH:22][CH:21]=2)[S:10]([CH2:13][CH2:14][CH3:15])(=[O:12])=[O:11])[CH:5]=[CH:6][C:7]=1[F:8]. (2) Given the reactants [O:1]1[CH:5]=[CH:4][CH:3]=[C:2]1[C:6]1[N:21]=[C:9]2[N:10]=[C:11]([N:15]3[CH2:20][CH2:19][NH:18][CH2:17][CH2:16]3)[N:12]=[C:13]([NH2:14])[N:8]2[N:7]=1.[N:22]1[CH:27]=[CH:26][CH:25]=[CH:24][C:23]=1[CH:28]=O.C(O[BH-](OC(=O)C)OC(=O)C)(=O)C.[Na+], predict the reaction product. The product is: [O:1]1[CH:5]=[CH:4][CH:3]=[C:2]1[C:6]1[N:21]=[C:9]2[N:10]=[C:11]([N:15]3[CH2:20][CH2:19][N:18]([CH2:28][C:23]4[CH:24]=[CH:25][CH:26]=[CH:27][N:22]=4)[CH2:17][CH2:16]3)[N:12]=[C:13]([NH2:14])[N:8]2[N:7]=1. (3) Given the reactants [CH2:1]=[C:2]1[CH:7]2[CH2:8][CH2:9][N:4]([CH2:5][CH2:6]2)[CH2:3]1.[SH2:10].C[OH:12], predict the reaction product. The product is: [OH:12][C:2]1([CH2:1][SH:10])[CH:7]2[CH2:8][CH2:9][N:4]([CH2:5][CH2:6]2)[CH2:3]1. (4) Given the reactants [C:9](O[C:9]([O:11][C:12]([CH3:15])([CH3:14])[CH3:13])=[O:10])([O:11][C:12]([CH3:15])([CH3:14])[CH3:13])=[O:10].[NH2:16][CH:17]([C:21]([CH3:24])([CH3:23])[CH3:22])[C:18]([OH:20])=[O:19], predict the reaction product. The product is: [C:12]([O:11][C:9]([NH:16][CH:17]([C:21]([CH3:24])([CH3:23])[CH3:22])[C:18]([OH:20])=[O:19])=[O:10])([CH3:13])([CH3:14])[CH3:15]. (5) Given the reactants C[O:2][C:3]([C@H:5]1[C:14]2[C:9](=[CH:10][CH:11]=[CH:12][CH:13]=2)[N:8]([C:15](=[O:26])[C:16]2[CH:21]=[CH:20][C:19]([C:22]([F:25])([F:24])[F:23])=[CH:18][CH:17]=2)[C@@H:7]([CH3:27])[CH2:6]1)=[O:4].[OH-].[Li+].CO.Cl, predict the reaction product. The product is: [CH3:27][CH:7]1[CH2:6][CH:5]([C:3]([OH:4])=[O:2])[C:14]2[C:9](=[CH:10][CH:11]=[CH:12][CH:13]=2)[N:8]1[C:15](=[O:26])[C:16]1[CH:17]=[CH:18][C:19]([C:22]([F:24])([F:23])[F:25])=[CH:20][CH:21]=1. (6) Given the reactants Cl[C:2]1[C:3]2[C:4](=[N:8][N:9]3[CH:14]=[CH:13][CH:12]=[CH:11][C:10]=23)[N:5]=[CH:6][N:7]=1.[Cl:15][C:16]1[CH:17]=[C:18]([CH:20]=[CH:21][C:22]=1[F:23])[NH2:19].Cl, predict the reaction product. The product is: [Cl:15][C:16]1[CH:17]=[C:18]([NH:19][C:2]2[C:3]3[C:4](=[N:8][N:9]4[CH:14]=[CH:13][CH:12]=[CH:11][C:10]=34)[N:5]=[CH:6][N:7]=2)[CH:20]=[CH:21][C:22]=1[F:23]. (7) Given the reactants Br[C:2]1[CH:28]=[CH:27][C:5]2[C:6]([NH:20][C@H:21]([CH3:26])[C:22]([CH3:25])([CH3:24])[CH3:23])=[N:7][C:8]3[C:9]([C:15]#[C:16][CH:17]4[CH2:19][CH2:18]4)=[CH:10][NH:11][C:12](=[O:14])[C:13]=3[C:4]=2[CH:3]=1.CC1(C)C(C)(C)OB(C2C=NNC=2)O1.C(=O)([O-])[O-].[Na+].[Na+], predict the reaction product. The product is: [CH:17]1([C:16]#[C:15][C:9]2[C:8]3[N:7]=[C:6]([NH:20][C@H:21]([CH3:26])[C:22]([CH3:25])([CH3:23])[CH3:24])[C:5]4[CH:27]=[CH:28][CH:2]=[CH:3][C:4]=4[C:13]=3[C:12](=[O:14])[NH:11][CH:10]=2)[CH2:19][CH2:18]1.